From a dataset of Reaction yield outcomes from USPTO patents with 853,638 reactions. Predict the reaction yield, written as a fraction of the theoretical maximum amount of product (1.0 means a 100% yield; for example, 0.34 means a 34% yield). (1) The catalyst is C(O)C. The reactants are [N:1]1([CH:7]2[CH2:12][CH2:11][CH:10]([C:13]([O:15]CC)=[O:14])[CH2:9][CH2:8]2)[CH2:5][CH2:4][CH2:3][C:2]1=[O:6].[O-]CC.[Na+]. The product is [N:1]1([C@H:7]2[CH2:8][CH2:9][C@H:10]([C:13]([OH:15])=[O:14])[CH2:11][CH2:12]2)[CH2:5][CH2:4][CH2:3][C:2]1=[O:6]. The yield is 0.805. (2) The yield is 0.520. The catalyst is CN(C=O)C. The reactants are [Br:1][C:2]1[C:3]([OH:8])=[N:4][CH:5]=[CH:6][CH:7]=1.[H-].[Na+].[CH2:11](Br)[C:12]1[CH:17]=[CH:16][CH:15]=[CH:14][CH:13]=1. The product is [CH2:11]([O:8][C:3]1[C:2]([Br:1])=[CH:7][CH:6]=[CH:5][N:4]=1)[C:12]1[CH:17]=[CH:16][CH:15]=[CH:14][CH:13]=1. (3) The reactants are Cl[C:2]1[CH:7]=[N:6][CH:5]=[C:4]([Cl:8])[N:3]=1.[F:9][C:10]1[CH:11]=[C:12]([OH:16])[CH:13]=[CH:14][CH:15]=1.CCOC(C)=O. The catalyst is C1CCCCC1. The product is [Cl:8][C:4]1[CH:5]=[N:6][CH:7]=[C:2]([O:16][C:12]2[CH:13]=[CH:14][CH:15]=[C:10]([F:9])[CH:11]=2)[N:3]=1. The yield is 0.920. (4) The reactants are [CH3:1][S:2]([N:5]1[C:18]2[C:13](=[CH:14][CH:15]=[CH:16][CH:17]=2)[C:7]2([CH2:12][CH2:11][NH:10][CH2:9][CH2:8]2)[CH2:6]1)(=[O:4])=[O:3].[N:19]([C:22]1[CH:32]=[CH:31][C:25]([C:26]([O:28][CH2:29][CH3:30])=[O:27])=[CH:24][CH:23]=1)=[C:20]=[O:21]. The catalyst is ClCCl. The product is [CH3:1][S:2]([N:5]1[C:18]2[C:13](=[CH:14][CH:15]=[CH:16][CH:17]=2)[C:7]2([CH2:8][CH2:9][N:10]([C:20]([NH:19][C:22]3[CH:23]=[CH:24][C:25]([C:26]([O:28][CH2:29][CH3:30])=[O:27])=[CH:31][CH:32]=3)=[O:21])[CH2:11][CH2:12]2)[CH2:6]1)(=[O:3])=[O:4]. The yield is 1.00.